From a dataset of Full USPTO retrosynthesis dataset with 1.9M reactions from patents (1976-2016). Predict the reactants needed to synthesize the given product. (1) The reactants are: C([NH:3][C:4]1[S:5][CH:6]=[C:7]([CH2:9][C:10]([N:12]2[C:20]3[C:15](=[CH:16][C:17]([NH:21][C:22]([C:24]4[C:25]([C:30]5[CH:35]=[CH:34][C:33]([C:36]([F:39])([F:38])[F:37])=[CH:32][CH:31]=5)=[CH:26][CH:27]=[CH:28][CH:29]=4)=[O:23])=[CH:18][CH:19]=3)[CH2:14][CH2:13]2)=[O:11])[N:8]=1)=O.Cl.C(OCC)(=O)C.C(=O)([O-])[O-].[K+].[K+]. Given the product [NH2:3][C:4]1[S:5][CH:6]=[C:7]([CH2:9][C:10]([N:12]2[C:20]3[C:15](=[CH:16][C:17]([NH:21][C:22]([C:24]4[C:25]([C:30]5[CH:31]=[CH:32][C:33]([C:36]([F:38])([F:39])[F:37])=[CH:34][CH:35]=5)=[CH:26][CH:27]=[CH:28][CH:29]=4)=[O:23])=[CH:18][CH:19]=3)[CH2:14][CH2:13]2)=[O:11])[N:8]=1, predict the reactants needed to synthesize it. (2) The reactants are: Br[C:2]1[CH:3]=[C:4]2[C:10]([CH3:11])=[N:9][NH:8][C:5]2=[CH:6][N:7]=1.C([O-])([O-])=O.[Na+].[Na+].[NH:18]1[CH:22]=[C:21](B(O)O)[CH:20]=[N:19]1. Given the product [CH3:11][C:10]1[C:4]2[C:5](=[CH:6][N:7]=[C:2]([C:21]3[CH:22]=[N:18][NH:19][CH:20]=3)[CH:3]=2)[NH:8][N:9]=1, predict the reactants needed to synthesize it. (3) The reactants are: [CH3:1][O:2][C:3]([C:5]1[C:6]([F:34])=[C:7]2[C:11](=[CH:12][CH:13]=1)[N:10](C(C1C=CC=CC=1)(C1C=CC=CC=1)C1C=CC=CC=1)[N:9]=[C:8]2Br)=[O:4].[S:35]1[C:39](B(O)O)=[CH:38][C:37]2[CH:43]=[CH:44][CH:45]=[CH:46][C:36]1=2.[F-].[K+].C(P(C(C)(C)C)C1C=CC=CC=1C1C=CC=CC=1)(C)(C)C.FC(F)(F)C(O)=O.C([SiH](C(C)C)C(C)C)(C)C.C(=O)([O-])O.[Na+]. Given the product [CH3:1][O:2][C:3]([C:5]1[C:6]([F:34])=[C:7]2[C:11](=[CH:12][CH:13]=1)[NH:10][N:9]=[C:8]2[C:39]1[S:35][C:36]2[CH:46]=[CH:45][CH:44]=[CH:43][C:37]=2[CH:38]=1)=[O:4], predict the reactants needed to synthesize it. (4) Given the product [Cl:38][C:19]1[C:20]([C:22]2[CH:27]=[CH:26][CH:25]=[C:24]([NH:28][CH2:29][C@H:30]3[CH2:35][CH2:34][O:33][C:32]([CH3:37])([CH3:36])[CH2:31]3)[N:23]=2)=[CH:21][C:16]([NH:15][C:14]([C@@H:10]2[CH2:11][CH2:12][CH2:13][NH:8][CH2:9]2)=[O:39])=[N:17][CH:18]=1.[Cl:77][C:58]1[C:59]([C:61]2[CH:66]=[CH:65][CH:64]=[C:63]([NH:67][CH2:68][C@@H:69]3[CH2:74][CH2:73][O:72][C:71]([CH3:76])([CH3:75])[CH2:70]3)[N:62]=2)=[CH:60][C:55]([NH:54][C:53]([C@@H:49]2[CH2:50][CH2:51][CH2:52][NH:47][CH2:48]2)=[O:78])=[N:56][CH:57]=1, predict the reactants needed to synthesize it. The reactants are: C(OC([N:8]1[CH2:13][CH2:12][CH2:11][C@@H:10]([C:14](=[O:39])[NH:15][C:16]2[CH:21]=[C:20]([C:22]3[CH:27]=[CH:26][CH:25]=[C:24]([NH:28][CH2:29][C@H:30]4[CH2:35][CH2:34][O:33][C:32]([CH3:37])([CH3:36])[CH2:31]4)[N:23]=3)[C:19]([Cl:38])=[CH:18][N:17]=2)[CH2:9]1)=O)(C)(C)C.C(OC([N:47]1[CH2:52][CH2:51][CH2:50][C@@H:49]([C:53](=[O:78])[NH:54][C:55]2[CH:60]=[C:59]([C:61]3[CH:66]=[CH:65][CH:64]=[C:63]([NH:67][CH2:68][C@@H:69]4[CH2:74][CH2:73][O:72][C:71]([CH3:76])([CH3:75])[CH2:70]4)[N:62]=3)[C:58]([Cl:77])=[CH:57][N:56]=2)[CH2:48]1)=O)(C)(C)C.Cl.O1CCOCC1. (5) Given the product [Cl:1][C:2]1[C:3]([NH:10][C:19](=[O:20])[C:18]([F:29])([F:28])[F:17])=[N:4][C:5]([O:8][CH3:9])=[CH:6][CH:7]=1, predict the reactants needed to synthesize it. The reactants are: [Cl:1][C:2]1[C:3]([NH2:10])=[N:4][C:5]([O:8][CH3:9])=[CH:6][CH:7]=1.N1C=CC=CC=1.[F:17][C:18]([F:29])([F:28])[C:19](O[C:19](=[O:20])[C:18]([F:29])([F:28])[F:17])=[O:20].